From a dataset of Experimentally validated miRNA-target interactions with 360,000+ pairs, plus equal number of negative samples. Binary Classification. Given a miRNA mature sequence and a target amino acid sequence, predict their likelihood of interaction. (1) The miRNA is hsa-miR-33a-5p with sequence GUGCAUUGUAGUUGCAUUGCA. The protein sequence of the target gene is MITSELPVLQDSTNETTAHSDAGSELEETEVKGKRKRGRPGRPPSTNKKPRKSPGEKSRIEAGIRGAGRGRANGHPQQNGDGDPVTLFEVVKLGKSAMQSVVDDWIELYKQDRDIALLDLINFFIQCSGCRGTVRIEMFRNMQNAEIIRKMTEEFDEDSGDYPLTMPGPQWKKFRSNFCEFIGVLIRQCQYSIIYDEYMMDTVISLLTGLSDSQVRAFRHTSTLAAMKLMTALVNVALNLSIHQDNTQRQYEAERNKMIGKRANERLELLLQKRKELQENQDEIENMMNSIFKGIFVHRY.... Result: 0 (no interaction). (2) The miRNA is mmu-miR-382-3p with sequence UCAUUCACGGACAACACUUUUU. The protein sequence of the target gene is MIRLGAPQSLVLLTLLIAAVLRCQGQDAQEAGSCLQNGQRYKDKDVWKPSSCRICVCDTGNVLCDDIICEDPDCLNPEIPFGECCPICPADLATASGKLGPKGQKGEPGDIRDIIGPRGPPGPQGPAGEQGPRGDRGDKGEKGAPGPRGRDGEPGTPGNPGPAGPPGPPGPPGLSAGNFAAQMAGGYDEKAGGAQMGVMQGPMGPMGPRGPPGPAGAPGPQGFQGNPGEPGEPGVSGPMGPRGPPGPAGKPGDDGEAGKPGKSGERGLPGPQGARGFPGTPGLPGVKGHRGYPGLDGAKG.... Result: 0 (no interaction).